From a dataset of Full USPTO retrosynthesis dataset with 1.9M reactions from patents (1976-2016). Predict the reactants needed to synthesize the given product. (1) Given the product [Cl:4][CH2:28][C:25]1[CH:24]=[CH:23][C:22]([O:21][CH2:20][CH2:19][C:9]2[N:10]=[C:11]([C:13]3[CH:18]=[CH:17][CH:16]=[CH:15][CH:14]=3)[O:12][C:8]=2[CH3:7])=[N:27][CH:26]=1, predict the reactants needed to synthesize it. The reactants are: C(Cl)(=O)C([Cl:4])=O.[CH3:7][C:8]1[O:12][C:11]([C:13]2[CH:18]=[CH:17][CH:16]=[CH:15][CH:14]=2)=[N:10][C:9]=1[CH2:19][CH2:20][O:21][C:22]1[N:27]=[CH:26][C:25]([CH2:28]O)=[CH:24][CH:23]=1. (2) Given the product [CH2:16]([O:15][C:13]([C:11]1[O:10][N:9]=[C:8]([C:5]2[CH:4]=[CH:3][C:2]([NH:1][C:26]([NH:25][C:20]3[CH:21]=[CH:22][CH:23]=[CH:24][C:19]=3[F:18])=[O:27])=[CH:7][CH:6]=2)[CH:12]=1)=[O:14])[CH3:17], predict the reactants needed to synthesize it. The reactants are: [NH2:1][C:2]1[CH:7]=[CH:6][C:5]([C:8]2[CH:12]=[C:11]([C:13]([O:15][CH2:16][CH3:17])=[O:14])[O:10][N:9]=2)=[CH:4][CH:3]=1.[F:18][C:19]1[CH:24]=[CH:23][CH:22]=[CH:21][C:20]=1[N:25]=[C:26]=[O:27].